The task is: Predict the product of the given reaction.. This data is from Forward reaction prediction with 1.9M reactions from USPTO patents (1976-2016). (1) Given the reactants [NH:1]1[CH:5]=[CH:4][CH:3]=[N:2]1.[H-].[Na+].Br[CH2:9][C:10]([C:12]1[CH:17]=[CH:16][C:15]([O:18][C:19]([F:22])([F:21])[F:20])=[CH:14][CH:13]=1)=[O:11].[Cl-].[NH4+], predict the reaction product. The product is: [N:1]1([CH2:9][C:10]([C:12]2[CH:13]=[CH:14][C:15]([O:18][C:19]([F:20])([F:21])[F:22])=[CH:16][CH:17]=2)=[O:11])[CH:5]=[CH:4][CH:3]=[N:2]1. (2) Given the reactants [OH:1][CH:2]([C:34]1[S:35][CH:36]=[C:37]([C:39](=[O:42])[NH:40][CH3:41])[N:38]=1)[CH2:3][CH:4]([N:8]([CH2:26][O:27][C:28](=[O:33])[CH2:29][CH:30]([CH3:32])[CH3:31])[C:9](=[O:25])[CH:10]([NH:15][C:16]([CH:18]1[CH2:23][CH2:22][CH2:21][CH2:20][N:19]1[CH3:24])=[O:17])[CH:11]([CH3:14])[CH2:12][CH3:13])[CH:5]([CH3:7])[CH3:6].[C:43](OC(=O)C)(=[O:45])[CH3:44], predict the reaction product. The product is: [C:43]([O:1][CH:2]([C:34]1[S:35][CH:36]=[C:37]([C:39](=[O:42])[NH:40][CH3:41])[N:38]=1)[CH2:3][CH:4]([N:8]([CH2:26][O:27][C:28](=[O:33])[CH2:29][CH:30]([CH3:32])[CH3:31])[C:9](=[O:25])[CH:10]([NH:15][C:16]([CH:18]1[CH2:23][CH2:22][CH2:21][CH2:20][N:19]1[CH3:24])=[O:17])[CH:11]([CH3:14])[CH2:12][CH3:13])[CH:5]([CH3:7])[CH3:6])(=[O:45])[CH3:44]. (3) Given the reactants C[Si](C)(C)[N-][Si](C)(C)C.[Li+].[CH3:11][N:12]1[C:17](=[O:18])[C:16]2[N:19]=[CH:20][N:21]([C:22]([C:35]3[CH:40]=[CH:39][CH:38]=[CH:37][CH:36]=3)([C:29]3[CH:34]=[CH:33][CH:32]=[CH:31][CH:30]=3)[C:23]3[CH:28]=[CH:27][CH:26]=[CH:25][CH:24]=3)[C:15]=2[CH:14]=[N:13]1.[Cl:41]C(Cl)(Cl)C(Cl)(Cl)Cl.[Cl-].[NH4+], predict the reaction product. The product is: [Cl:41][C:20]1[N:21]([C:22]([C:23]2[CH:28]=[CH:27][CH:26]=[CH:25][CH:24]=2)([C:29]2[CH:30]=[CH:31][CH:32]=[CH:33][CH:34]=2)[C:35]2[CH:40]=[CH:39][CH:38]=[CH:37][CH:36]=2)[C:15]2[CH:14]=[N:13][N:12]([CH3:11])[C:17](=[O:18])[C:16]=2[N:19]=1. (4) Given the reactants [CH3:1][O:2][C:3]([C:5]1[C:6]([OH:31])=[C:7]2[C:12](=[CH:13][N:14]=1)[N:11]([CH2:15][C:16]1[CH:21]=[CH:20][CH:19]=[CH:18][CH:17]=1)[C:10](=[O:22])[C:9]([CH2:23][CH2:24][C:25]1[CH:30]=[CH:29][CH:28]=[CH:27][CH:26]=1)=[CH:8]2)=[O:4].[Br:32]N1C(=O)CCC1=O, predict the reaction product. The product is: [CH3:1][O:2][C:3]([C:5]1[C:6]([OH:31])=[C:7]2[C:12](=[C:13]([Br:32])[N:14]=1)[N:11]([CH2:15][C:16]1[CH:21]=[CH:20][CH:19]=[CH:18][CH:17]=1)[C:10](=[O:22])[C:9]([CH2:23][CH2:24][C:25]1[CH:26]=[CH:27][CH:28]=[CH:29][CH:30]=1)=[CH:8]2)=[O:4]. (5) Given the reactants C(OC([NH:8][C@H:9]1[C@H:14]([O:15][Si](C(C)(C)C)(C)C)[C@@H:13]([CH3:23])[CH2:12][N:11]([C:24]2[CH:29]=[CH:28][N:27]=[CH:26][C:25]=2[NH:30][C:31]([C:33]2[C:37]3=[N:38][CH:39]=[C:40]([C:42]([F:45])([F:44])[F:43])[CH:41]=[C:36]3[O:35][C:34]=2[NH:46]C(=O)OC(C)(C)C)=[O:32])[CH2:10]1)=O)(C)(C)C.F[Si-2](F)(F)(F)(F)F.[H+].[H+].[OH2:63].C[OH:65], predict the reaction product. The product is: [F:43][C:42]([F:45])([F:44])[C:40]([OH:65])=[O:63].[NH2:46][C:34]1[O:35][C:36]2[C:37](=[N:38][CH:39]=[C:40]([C:42]([F:43])([F:44])[F:45])[CH:41]=2)[C:33]=1[C:31]([NH:30][C:25]1[CH:26]=[N:27][CH:28]=[CH:29][C:24]=1[N:11]1[CH2:12][C@H:13]([CH3:23])[C@@H:14]([OH:15])[C@H:9]([NH2:8])[CH2:10]1)=[O:32]. (6) Given the reactants [Cl:1][C:2]1[CH:7]=[CH:6][N:5]=[C:4]2[CH:8]=[CH:9][S:10][C:3]=12.[Li]CCCC.Br[C:17]1[N:22]=[CH:21][C:20]([CH2:23][N:24]2[CH2:28][CH2:27][O:26][C:25]2=[O:29])=[CH:19][CH:18]=1, predict the reaction product. The product is: [Cl:1][C:2]1[CH:7]=[CH:6][N:5]=[C:4]2[CH:8]=[C:9]([C:17]3[N:22]=[CH:21][C:20]([CH2:23][N:24]4[CH2:28][CH2:27][O:26][C:25]4=[O:29])=[CH:19][CH:18]=3)[S:10][C:3]=12. (7) Given the reactants CC([O-])(C)C.[Na+].Br[C:8]1[CH:9]=[C:10]([C:14]2[N:23]([C:24]3[CH:29]=[CH:28][C:27]([CH:30]([CH2:32][CH3:33])[CH3:31])=[CH:26][CH:25]=3)[C:22](=[O:34])[C:21]3[C:16](=[CH:17][CH:18]=[CH:19][CH:20]=3)[N:15]=2)[CH:11]=[N:12][CH:13]=1.[NH:35]([CH2:38][CH3:39])[CH2:36][CH3:37], predict the reaction product. The product is: [CH:30]([C:27]1[CH:28]=[CH:29][C:24]([N:23]2[C:22](=[O:34])[C:21]3[C:16](=[CH:17][CH:18]=[CH:19][CH:20]=3)[N:15]=[C:14]2[C:10]2[CH:11]=[N:12][CH:13]=[C:8]([N:35]([CH2:38][CH3:39])[CH2:36][CH3:37])[CH:9]=2)=[CH:25][CH:26]=1)([CH2:32][CH3:33])[CH3:31].